This data is from Forward reaction prediction with 1.9M reactions from USPTO patents (1976-2016). The task is: Predict the product of the given reaction. The product is: [NH:21]1[C:22]2[C:18](=[C:17]([CH2:16][CH2:15][CH2:14][NH:13][N:8]3[C:7]([CH3:26])=[C:6]([C:4]([OH:5])=[O:3])[C:11]([CH3:12])=[N:10][CH2:9]3)[CH:25]=[CH:24][CH:23]=2)[CH:19]=[N:20]1. Given the reactants C([O:3][C:4]([C:6]1[C:11]([CH3:12])=[N:10][CH2:9][N:8]([NH:13][CH2:14][CH2:15][CH2:16][C:17]2[CH:25]=[CH:24][CH:23]=[C:22]3[C:18]=2[CH:19]=[N:20][NH:21]3)[C:7]=1[CH3:26])=[O:5])C.[OH-].[Li+].OS([O-])(=O)=O.[K+], predict the reaction product.